Dataset: Catalyst prediction with 721,799 reactions and 888 catalyst types from USPTO. Task: Predict which catalyst facilitates the given reaction. (1) Reactant: Cl.[C:2]1([C:8]([CH:10]2[CH2:15][CH2:14][NH:13][CH2:12][CH2:11]2)=[O:9])[CH:7]=[CH:6][CH:5]=[CH:4][CH:3]=1.[C:16](O[C:16]([O:18][C:19]([CH3:22])([CH3:21])[CH3:20])=[O:17])([O:18][C:19]([CH3:22])([CH3:21])[CH3:20])=[O:17].O.C(OCC)(=O)C. Product: [C:8]([CH:10]1[CH2:15][CH2:14][N:13]([C:16]([O:18][C:19]([CH3:22])([CH3:21])[CH3:20])=[O:17])[CH2:12][CH2:11]1)(=[O:9])[C:2]1[CH:3]=[CH:4][CH:5]=[CH:6][CH:7]=1. The catalyst class is: 571. (2) Reactant: [CH3:1][C:2]1([CH3:11])[C:10]2[C:5](=[CH:6][CH:7]=[CH:8][CH:9]=2)[NH:4][CH2:3]1.F[C:13]1[CH:18]=[CH:17][CH:16]=[CH:15][C:14]=1[N+:19]([O-:21])=[O:20]. Product: [CH3:1][C:2]1([CH3:11])[C:10]2[C:5](=[CH:6][CH:7]=[CH:8][CH:9]=2)[N:4]([C:13]2[CH:18]=[CH:17][CH:16]=[CH:15][C:14]=2[N+:19]([O-:21])=[O:20])[CH2:3]1. The catalyst class is: 2. (3) Reactant: [F:1][C:2]1[CH:3]=[C:4]([C@H:10]2[CH2:14][CH2:13][CH2:12][N:11]2[C:15]2[CH:20]=[CH:19][N:18]3[N:21]=[CH:22][C:23]([C:24]([OH:26])=O)=[C:17]3[N:16]=2)[C:5]([O:8][CH3:9])=[N:6][CH:7]=1.CN(C(ON1N=NC2C=CC=NC1=2)=[N+](C)C)C.F[P-](F)(F)(F)(F)F.[NH2:51][CH2:52][CH:53]([OH:56])[CH2:54][OH:55].CCN(C(C)C)C(C)C. Product: [OH:56][CH:53]([CH2:54][OH:55])[CH2:52][NH:51][C:24]([C:23]1[CH:22]=[N:21][N:18]2[CH:19]=[CH:20][C:15]([N:11]3[CH2:12][CH2:13][CH2:14][C@@H:10]3[C:4]3[C:5]([O:8][CH3:9])=[N:6][CH:7]=[C:2]([F:1])[CH:3]=3)=[N:16][C:17]=12)=[O:26]. The catalyst class is: 623. (4) Product: [CH3:22][N:19]1[CH2:20][CH2:21][C:9]2[N:8]([C:4]3[CH:3]=[CH:2][CH:7]=[C:6]([C:27]4[CH:26]=[N:25][N:24]([CH3:23])[CH:28]=4)[CH:5]=3)[C:16]3[CH:15]=[CH:14][C:13]([CH3:17])=[CH:12][C:11]=3[C:10]=2[CH2:18]1. The catalyst class is: 104. Reactant: Br[C:2]1[CH:3]=[C:4]([N:8]2[C:16]3[CH:15]=[CH:14][C:13]([CH3:17])=[CH:12][C:11]=3[C:10]3[CH2:18][N:19]([CH3:22])[CH2:20][CH2:21][C:9]2=3)[CH:5]=[CH:6][CH:7]=1.[CH3:23][N:24]1[CH:28]=[C:27](B2OC(C)(C)C(C)(C)O2)[CH:26]=[N:25]1.C([O-])([O-])=O.[K+].[K+].O. (5) Reactant: [Br:1][C:2]1[CH:23]=[CH:22][C:5]([CH2:6][C:7]2[CH:8]=[N:9][C:10]3[N:11]([N:13]=[CH:14][C:15]=3[C:16]([NH:18][CH2:19][CH2:20][OH:21])=[O:17])[CH:12]=2)=[CH:4][CH:3]=1.[CH3:24][C:25]([O-:28])([CH3:27])[CH3:26].[K+].CC1(C)CO1. Product: [Br:1][C:2]1[CH:3]=[CH:4][C:5]([CH2:6][C:7]2[CH:8]=[N:9][C:10]3[N:11]([N:13]=[CH:14][C:15]=3[C:16]([NH:18][CH2:19][CH2:20][O:21][CH2:24][C:25]([OH:28])([CH3:27])[CH3:26])=[O:17])[CH:12]=2)=[CH:22][CH:23]=1. The catalyst class is: 14. (6) Reactant: [CH3:1][C:2](=[N:4][OH:5])[CH3:3].[N:6]1[C:13](Cl)=[N:12][C:10](Cl)=[N:9][C:7]=1Cl.C([N:17]([CH2:20][CH3:21])[CH2:18][CH3:19])C. Product: [CH2:20]([N:17]([CH2:18][CH3:19])[C:7]1[N:9]=[C:10]([O:5][N:4]=[C:2]([CH3:3])[CH3:1])[N:12]=[C:13]([O:5][N:4]=[C:2]([CH3:3])[CH3:1])[N:6]=1)[CH3:21]. The catalyst class is: 10.